Dataset: Full USPTO retrosynthesis dataset with 1.9M reactions from patents (1976-2016). Task: Predict the reactants needed to synthesize the given product. Given the product [Cl:1][C:2]1[CH:3]=[C:4]2[C:9](=[C:10]([Cl:12])[CH:11]=1)[CH:8]=[N:7][C:6]([N:13]=[C:14]=[S:15])=[CH:5]2, predict the reactants needed to synthesize it. The reactants are: [Cl:1][C:2]1[CH:3]=[C:4]2[C:9](=[C:10]([Cl:12])[CH:11]=1)[CH:8]=[N:7][C:6]([NH2:13])=[CH:5]2.[C:14](N1C=CC=CC1=O)(N1C=CC=CC1=O)=[S:15].